Predict the reactants needed to synthesize the given product. From a dataset of Full USPTO retrosynthesis dataset with 1.9M reactions from patents (1976-2016). (1) Given the product [OH:11][CH2:10][C@H:9]([NH:8][C:20](=[O:26])[C:21]([OH:23])=[O:22])[CH2:12][C:13]1[CH:18]=[CH:17][CH:16]=[CH:15][CH:14]=1, predict the reactants needed to synthesize it. The reactants are: C(N(CC)CC)C.[NH2:8][C@H:9]([CH2:12][C:13]1[CH:18]=[CH:17][CH:16]=[CH:15][CH:14]=1)[CH2:10][OH:11].Cl[C:20](=[O:26])[C:21]([O:23]CC)=[O:22].[OH-].[Na+].Cl. (2) Given the product [C:10]1([C:8]2[N:7]([CH2:25][O:24][CH2:23][CH2:22][Si:19]([CH3:21])([CH3:20])[CH3:18])[N:6]=[C:5]([C:3]([O:2][CH3:1])=[O:4])[CH:9]=2)[CH:15]=[CH:14][CH:13]=[CH:12][CH:11]=1, predict the reactants needed to synthesize it. The reactants are: [CH3:1][O:2][C:3]([C:5]1[CH:9]=[C:8]([C:10]2[CH:15]=[CH:14][CH:13]=[CH:12][CH:11]=2)[NH:7][N:6]=1)=[O:4].[H-].[Na+].[CH3:18][Si:19]([CH2:22][CH2:23][O:24][CH2:25]Cl)([CH3:21])[CH3:20]. (3) Given the product [CH3:11][C:12]1[O:5][C:4](=[O:6])[C:3]2[CH:7]=[CH:8][CH:9]=[CH:10][C:2]=2[N:1]=1, predict the reactants needed to synthesize it. The reactants are: [NH2:1][C:2]1[CH:10]=[CH:9][CH:8]=[CH:7][C:3]=1[C:4]([OH:6])=[O:5].[C:11](OC(=O)C)(=O)[CH3:12].